Regression. Given a peptide amino acid sequence and an MHC pseudo amino acid sequence, predict their binding affinity value. This is MHC class I binding data. From a dataset of Peptide-MHC class I binding affinity with 185,985 pairs from IEDB/IMGT. (1) The peptide sequence is QVIFKCVPK. The MHC is HLA-A31:01 with pseudo-sequence HLA-A31:01. The binding affinity (normalized) is 0.217. (2) The peptide sequence is VLEWRFDSRL. The MHC is HLA-B08:01 with pseudo-sequence HLA-B08:01. The binding affinity (normalized) is 0.112. (3) The peptide sequence is AAYARAAAL. The MHC is HLA-A23:01 with pseudo-sequence HLA-A23:01. The binding affinity (normalized) is 0.